Dataset: NCI-60 drug combinations with 297,098 pairs across 59 cell lines. Task: Regression. Given two drug SMILES strings and cell line genomic features, predict the synergy score measuring deviation from expected non-interaction effect. (1) Drug 1: C1=NC2=C(N1)C(=S)N=C(N2)N. Drug 2: C(=O)(N)NO. Cell line: OVCAR3. Synergy scores: CSS=46.8, Synergy_ZIP=-5.20, Synergy_Bliss=-5.59, Synergy_Loewe=-43.3, Synergy_HSA=-6.35. (2) Drug 1: CC1=C(N=C(N=C1N)C(CC(=O)N)NCC(C(=O)N)N)C(=O)NC(C(C2=CN=CN2)OC3C(C(C(C(O3)CO)O)O)OC4C(C(C(C(O4)CO)O)OC(=O)N)O)C(=O)NC(C)C(C(C)C(=O)NC(C(C)O)C(=O)NCCC5=NC(=CS5)C6=NC(=CS6)C(=O)NCCC[S+](C)C)O. Drug 2: CCC1(CC2CC(C3=C(CCN(C2)C1)C4=CC=CC=C4N3)(C5=C(C=C6C(=C5)C78CCN9C7C(C=CC9)(C(C(C8N6C)(C(=O)OC)O)OC(=O)C)CC)OC)C(=O)OC)O.OS(=O)(=O)O. Cell line: SK-OV-3. Synergy scores: CSS=-2.73, Synergy_ZIP=-0.164, Synergy_Bliss=-0.0182, Synergy_Loewe=-3.56, Synergy_HSA=-3.01. (3) Drug 1: CCCCCOC(=O)NC1=NC(=O)N(C=C1F)C2C(C(C(O2)C)O)O. Drug 2: COC1=C2C(=CC3=C1OC=C3)C=CC(=O)O2. Cell line: NCI-H322M. Synergy scores: CSS=-0.329, Synergy_ZIP=0.666, Synergy_Bliss=1.68, Synergy_Loewe=0.0950, Synergy_HSA=-0.477. (4) Drug 1: CC(CN1CC(=O)NC(=O)C1)N2CC(=O)NC(=O)C2. Drug 2: CCCCCOC(=O)NC1=NC(=O)N(C=C1F)C2C(C(C(O2)C)O)O. Cell line: HOP-62. Synergy scores: CSS=13.2, Synergy_ZIP=0.371, Synergy_Bliss=7.78, Synergy_Loewe=-0.0865, Synergy_HSA=5.63. (5) Synergy scores: CSS=9.07, Synergy_ZIP=-1.79, Synergy_Bliss=2.00, Synergy_Loewe=-10.8, Synergy_HSA=-2.65. Drug 2: CS(=O)(=O)OCCCCOS(=O)(=O)C. Cell line: M14. Drug 1: COC1=C(C=C2C(=C1)N=CN=C2NC3=CC(=C(C=C3)F)Cl)OCCCN4CCOCC4. (6) Drug 1: CCCCC(=O)OCC(=O)C1(CC(C2=C(C1)C(=C3C(=C2O)C(=O)C4=C(C3=O)C=CC=C4OC)O)OC5CC(C(C(O5)C)O)NC(=O)C(F)(F)F)O. Drug 2: CN1C2=C(C=C(C=C2)N(CCCl)CCCl)N=C1CCCC(=O)O.Cl. Cell line: HCT-15. Synergy scores: CSS=1.13, Synergy_ZIP=6.72, Synergy_Bliss=2.55, Synergy_Loewe=1.07, Synergy_HSA=0.930. (7) Drug 1: CCC1(CC2CC(C3=C(CCN(C2)C1)C4=CC=CC=C4N3)(C5=C(C=C6C(=C5)C78CCN9C7C(C=CC9)(C(C(C8N6C)(C(=O)OC)O)OC(=O)C)CC)OC)C(=O)OC)O. Drug 2: B(C(CC(C)C)NC(=O)C(CC1=CC=CC=C1)NC(=O)C2=NC=CN=C2)(O)O. Cell line: NCIH23. Synergy scores: CSS=66.2, Synergy_ZIP=-0.442, Synergy_Bliss=-2.91, Synergy_Loewe=-4.99, Synergy_HSA=-1.24. (8) Drug 2: CCC1(CC2CC(C3=C(CCN(C2)C1)C4=CC=CC=C4N3)(C5=C(C=C6C(=C5)C78CCN9C7C(C=CC9)(C(C(C8N6C)(C(=O)OC)O)OC(=O)C)CC)OC)C(=O)OC)O.OS(=O)(=O)O. Cell line: A549. Synergy scores: CSS=36.7, Synergy_ZIP=-7.84, Synergy_Bliss=-1.37, Synergy_Loewe=-17.2, Synergy_HSA=-0.760. Drug 1: C1=CC(=CC=C1CC(C(=O)O)N)N(CCCl)CCCl.Cl. (9) Drug 1: C1CCC(C1)C(CC#N)N2C=C(C=N2)C3=C4C=CNC4=NC=N3. Drug 2: CS(=O)(=O)OCCCCOS(=O)(=O)C. Cell line: SNB-19. Synergy scores: CSS=0.781, Synergy_ZIP=-1.39, Synergy_Bliss=-0.268, Synergy_Loewe=-5.39, Synergy_HSA=-3.22. (10) Drug 1: CNC(=O)C1=CC=CC=C1SC2=CC3=C(C=C2)C(=NN3)C=CC4=CC=CC=N4. Drug 2: CC1C(C(CC(O1)OC2CC(OC(C2O)C)OC3=CC4=CC5=C(C(=O)C(C(C5)C(C(=O)C(C(C)O)O)OC)OC6CC(C(C(O6)C)O)OC7CC(C(C(O7)C)O)OC8CC(C(C(O8)C)O)(C)O)C(=C4C(=C3C)O)O)O)O. Cell line: HS 578T. Synergy scores: CSS=-1.48, Synergy_ZIP=20.8, Synergy_Bliss=18.6, Synergy_Loewe=15.7, Synergy_HSA=15.9.